This data is from Full USPTO retrosynthesis dataset with 1.9M reactions from patents (1976-2016). The task is: Predict the reactants needed to synthesize the given product. (1) Given the product [Br:8][C:5]1[N:6]=[CH:7][C:2]2[N:1]=[C:16]([CH3:17])[N:9]([CH:10]([CH3:14])[CH2:11][C:12]#[N:13])[C:3]=2[CH:4]=1, predict the reactants needed to synthesize it. The reactants are: [NH2:1][C:2]1[C:3]([NH:9][CH:10]([CH3:14])[CH2:11][C:12]#[N:13])=[CH:4][C:5]([Br:8])=[N:6][CH:7]=1.Cl.[C:16](=N)(OCC)[CH3:17].N. (2) Given the product [Cl:1][C:2]1[CH:3]=[C:4]([C:9]2([C:24]([F:25])([F:26])[F:27])[O:13][N:12]=[C:11]([C:14]3[CH:22]=[CH:21][C:17]([C:18]([NH:60][CH2:61][C:62]4[CH:63]=[CH:64][C:65]5[C:69]([CH3:71])([CH3:70])[O:68][B:67]([OH:72])[C:66]=5[CH:73]=4)=[O:20])=[C:16]([CH3:23])[CH:15]=3)[CH2:10]2)[CH:5]=[C:6]([Cl:8])[CH:7]=1, predict the reactants needed to synthesize it. The reactants are: [Cl:1][C:2]1[CH:3]=[C:4]([C:9]2([C:24]([F:27])([F:26])[F:25])[O:13][N:12]=[C:11]([C:14]3[CH:22]=[CH:21][C:17]([C:18]([OH:20])=O)=[C:16]([CH3:23])[CH:15]=3)[CH2:10]2)[CH:5]=[C:6]([Cl:8])[CH:7]=1.CCN(CC)CC.CN(C(ON1N=NC2C=CC=NC1=2)=[N+](C)C)C.F[P-](F)(F)(F)(F)F.Cl.[NH2:60][CH2:61][C:62]1[CH:63]=[CH:64][C:65]2[C:69]([CH3:71])([CH3:70])[O:68][B:67]([OH:72])[C:66]=2[CH:73]=1. (3) Given the product [F:24][C:19]1[CH:20]=[CH:21][CH:22]=[CH:23][C:18]=1[CH2:17][NH:16][C:13]1[CH:14]=[CH:15][C:10]([C:9]2[CH2:8][CH2:7][C@@H:2]([C:3]([O:5][CH3:6])=[O:4])[N:1]=2)=[CH:11][CH:12]=1, predict the reactants needed to synthesize it. The reactants are: [NH2:1][C@@H:2]([CH2:7][C:8]#[C:9][C:10]1[CH:15]=[CH:14][C:13]([NH:16][CH2:17][C:18]2[CH:23]=[CH:22][CH:21]=[CH:20][C:19]=2[F:24])=[CH:12][CH:11]=1)[C:3]([O:5][CH3:6])=[O:4]. (4) Given the product [CH3:1][O:2][C:3]([C:5]1[N:6]([N:23]=[CH:29][C:25]2[O:24][CH:28]=[CH:27][CH:26]=2)[C:7](=[O:22])[C:8]2[C:13]([C:14]=1[C:15]1[CH:20]=[CH:19][CH:18]=[CH:17][CH:16]=1)=[CH:12][C:11]([Cl:21])=[CH:10][CH:9]=2)=[O:4], predict the reactants needed to synthesize it. The reactants are: [CH3:1][O:2][C:3]([C:5]1[N:6]([NH2:23])[C:7](=[O:22])[C:8]2[C:13]([C:14]=1[C:15]1[CH:20]=[CH:19][CH:18]=[CH:17][CH:16]=1)=[CH:12][C:11]([Cl:21])=[CH:10][CH:9]=2)=[O:4].[O:24]1[CH:28]=[CH:27][CH:26]=[C:25]1[CH:29]=O. (5) Given the product [ClH:1].[N:11]1([C:8]2[CH:9]=[CH:10][C:5]([NH2:2])=[CH:6][CH:7]=2)[CH2:12][CH2:13][NH:14][CH2:15][CH2:16]1, predict the reactants needed to synthesize it. The reactants are: [ClH:1].[N+:2]([C:5]1[CH:10]=[CH:9][C:8]([N:11]2[CH2:16][CH2:15][NH:14][CH2:13][CH2:12]2)=[CH:7][CH:6]=1)([O-])=O.